Task: Predict the reaction yield, written as a fraction of the theoretical maximum amount of product (1.0 means a 100% yield; for example, 0.34 means a 34% yield).. Dataset: Reaction yield outcomes from USPTO patents with 853,638 reactions The reactants are C(O)(C(F)(F)F)=O.C(OC([N:15](C(OC(C)(C)C)=O)[C:16]1[C:17]([C:36]2[O:40][N:39]=[C:38]([C:41]3[CH:46]=[CH:45][C:44]([CH2:47][N:48](C)[C:49](=O)OC(C)(C)C)=[CH:43][C:42]=3[F:57])[CH:37]=2)=[N:18][C:19]([C:22]2[CH:27]=[CH:26][C:25]([S:28]([CH:31]3[CH2:35][CH2:34][O:33][CH2:32]3)(=[O:30])=[O:29])=[CH:24][CH:23]=2)=[CH:20][N:21]=1)=O)(C)(C)C. The catalyst is ClCCl. The product is [F:57][C:42]1[CH:43]=[C:44]([CH2:47][NH:48][CH3:49])[CH:45]=[CH:46][C:41]=1[C:38]1[CH:37]=[C:36]([C:17]2[C:16]([NH2:15])=[N:21][CH:20]=[C:19]([C:22]3[CH:27]=[CH:26][C:25]([S:28]([CH:31]4[CH2:35][CH2:34][O:33][CH2:32]4)(=[O:29])=[O:30])=[CH:24][CH:23]=3)[N:18]=2)[O:40][N:39]=1. The yield is 0.440.